Dataset: Reaction yield outcomes from USPTO patents with 853,638 reactions. Task: Predict the reaction yield, written as a fraction of the theoretical maximum amount of product (1.0 means a 100% yield; for example, 0.34 means a 34% yield). (1) The reactants are [Br:1][C:2]1[CH:3]=[N:4][N:5]([CH3:23])[C:6]=1[C:7]1[CH:8]=[C:9]([NH2:22])[CH:10]=[CH:11][C:12]=1[O:13][CH2:14][CH2:15][N:16]1[CH2:19][CH:18]([O:20][CH3:21])[CH2:17]1.N1C=CC=CC=1.[C:30](Cl)(=[O:35])[CH2:31][CH:32]([CH3:34])[CH3:33]. The catalyst is C(Cl)Cl. The product is [Br:1][C:2]1[CH:3]=[N:4][N:5]([CH3:23])[C:6]=1[C:7]1[CH:8]=[C:9]([NH:22][C:30](=[O:35])[CH2:31][CH:32]([CH3:34])[CH3:33])[CH:10]=[CH:11][C:12]=1[O:13][CH2:14][CH2:15][N:16]1[CH2:17][CH:18]([O:20][CH3:21])[CH2:19]1. The yield is 0.730. (2) The reactants are [CH3:1][O:2][C:3]1[CH:12]=[C:11]2[C:6]([N:7]=[CH:8][C:9](=[O:30])[N:10]2[CH:13]([CH3:29])[CH2:14][N:15]2[CH2:20][CH2:19][CH:18]([NH:21]C(=O)OC(C)(C)C)[CH2:17][CH2:16]2)=[CH:5][CH:4]=1.FC(F)(F)C(O)=O. The catalyst is ClCCl. The product is [NH2:21][CH:18]1[CH2:19][CH2:20][N:15]([CH2:14][CH:13]([N:10]2[C:11]3[C:6](=[CH:5][CH:4]=[C:3]([O:2][CH3:1])[CH:12]=3)[N:7]=[CH:8][C:9]2=[O:30])[CH3:29])[CH2:16][CH2:17]1. The yield is 1.00. (3) The reactants are Cl[C:2]1[C:11]([Cl:12])=[N:10][C:9]2[C:4](=[CH:5][CH:6]=[CH:7][CH:8]=2)[N:3]=1.[CH3:13][C:14]1[CH:15]=[C:16]([S:20]([NH2:23])(=[O:22])=[O:21])[CH:17]=[CH:18][CH:19]=1.C([O-])([O-])=O.[K+].[K+]. The catalyst is CC(N(C)C)=O. The product is [Cl:12][C:11]1[C:2]([NH:23][S:20]([C:16]2[CH:17]=[CH:18][CH:19]=[C:14]([CH3:13])[CH:15]=2)(=[O:21])=[O:22])=[N:3][C:4]2[C:9]([N:10]=1)=[CH:8][CH:7]=[CH:6][CH:5]=2. The yield is 0.650.